From a dataset of Peptide-MHC class I binding affinity with 185,985 pairs from IEDB/IMGT. Regression. Given a peptide amino acid sequence and an MHC pseudo amino acid sequence, predict their binding affinity value. This is MHC class I binding data. The peptide sequence is HAEQGLIQY. The MHC is HLA-A69:01 with pseudo-sequence HLA-A69:01. The binding affinity (normalized) is 0.0847.